From a dataset of Full USPTO retrosynthesis dataset with 1.9M reactions from patents (1976-2016). Predict the reactants needed to synthesize the given product. (1) Given the product [NH2:51][C@@H:52]([C:53]([NH:1][C@H:2]1[CH2:7][CH2:6][C@H:5]([NH:8][C:9]2[CH:10]=[C:11]([NH:28][C:29]3[CH:34]=[CH:33][CH:32]=[CH:31][N:30]=3)[C:12]3[N:13]([C:15]([C:18]([NH:20][C:21]4[CH:26]=[CH:25][N:24]=[CH:23][C:22]=4[F:27])=[O:19])=[CH:16][N:17]=3)[N:14]=2)[CH2:4][CH2:3]1)=[O:54])[CH3:56], predict the reactants needed to synthesize it. The reactants are: [NH2:1][C@H:2]1[CH2:7][CH2:6][C@H:5]([NH:8][C:9]2[CH:10]=[C:11]([NH:28][C:29]3[CH:34]=[CH:33][CH:32]=[CH:31][N:30]=3)[C:12]3[N:13]([C:15]([C:18]([NH:20][C:21]4[CH:26]=[CH:25][N:24]=[CH:23][C:22]=4[F:27])=[O:19])=[CH:16][N:17]=3)[N:14]=2)[CH2:4][CH2:3]1.CCN(C(C)C)C(C)C.C(OC([NH:51][C@H:52]([CH3:56])[C:53](O)=[O:54])=O)(C)(C)C.F[P-](F)(F)(F)(F)F.N1(O[P+](N(C)C)(N(C)C)N(C)C)C2C=CC=CC=2N=N1. (2) Given the product [OH:2][C:3]1[N:8]=[CH:7][C:6]([C:9]2[CH:18]=[CH:17][C:12]([C:13]([O:15][CH3:16])=[O:14])=[CH:11][CH:10]=2)=[CH:5][CH:4]=1, predict the reactants needed to synthesize it. The reactants are: C[O:2][C:3]1[N:8]=[CH:7][C:6]([C:9]2[CH:18]=[CH:17][C:12]([C:13]([O:15][CH3:16])=[O:14])=[CH:11][CH:10]=2)=[CH:5][CH:4]=1.B(Br)(Br)Br. (3) The reactants are: Br[CH2:2][CH2:3][CH2:4][O:5][CH:6]1[CH2:11][CH2:10][CH2:9][CH2:8][O:7]1.[CH:12](=[O:20])[C:13]1[C:14](=[CH:16][CH:17]=[CH:18][CH:19]=1)[OH:15]. Given the product [O:7]1[CH2:8][CH2:9][CH2:10][CH2:11][CH:6]1[O:5][CH2:4][CH2:3][CH2:2][O:15][C:14]1[CH:16]=[CH:17][CH:18]=[CH:19][C:13]=1[CH:12]=[O:20], predict the reactants needed to synthesize it. (4) Given the product [CH:12]([O:15][C:16]1[CH:21]=[CH:20][C:19]([S:22]([CH3:25])(=[O:24])=[O:23])=[CH:18][C:17]=1[NH:26][C:27]([NH:1][C:2]1[C:10]2[N:9]=[CH:8][N:7]([CH3:11])[C:6]=2[CH:5]=[CH:4][CH:3]=1)=[S:28])([CH3:14])[CH3:13], predict the reactants needed to synthesize it. The reactants are: [NH2:1][C:2]1[C:10]2[N:9]=[CH:8][N:7]([CH3:11])[C:6]=2[CH:5]=[CH:4][CH:3]=1.[CH:12]([O:15][C:16]1[CH:21]=[CH:20][C:19]([S:22]([CH3:25])(=[O:24])=[O:23])=[CH:18][C:17]=1[N:26]=[C:27]=[S:28])([CH3:14])[CH3:13].CC1N(C)C2C(NC(=S)NC3C=C(S(N)(=O)=O)C=CC=3OC(C)C)=CC=CC=2N=1. (5) Given the product [NH2:1][C:2]1[CH:3]=[C:4]2[C:9](=[CH:10][CH:11]=1)[CH:8]([C:12]#[N:13])[CH2:7][CH2:6][CH2:5]2, predict the reactants needed to synthesize it. The reactants are: [NH2:1][C:2]1[CH:3]=[C:4]2[C:9](=[CH:10][CH:11]=1)[C:8]([C:12]#[N:13])=[CH:7][CH2:6][CH2:5]2.NC1C=C2C(=CC=1)C(=O)CCC2.[BH4-].[Na+].